Task: Predict the product of the given reaction.. Dataset: Forward reaction prediction with 1.9M reactions from USPTO patents (1976-2016) Given the reactants [F:1][C:2]1[CH:23]=[CH:22][CH:21]=[C:20]([F:24])[C:3]=1[CH2:4][O:5][C:6]1[C:7]2[N:8]([C:13]([C:17](O)=[O:18])=[C:14]([CH3:16])[N:15]=2)[CH:9]=[C:10]([CH3:12])[CH:11]=1.CN(C(ON1N=NC2C=CC=NC1=2)=[N+](C)C)C.F[P-](F)(F)(F)(F)F.C(N(CC)C(C)C)(C)C.[NH2:58][CH:59]1[CH:66]2[CH:62]([N:63]([C:67]([O:69][C:70]([CH3:73])([CH3:72])[CH3:71])=[O:68])[CH2:64][CH2:65]2)[CH2:61][CH2:60]1, predict the reaction product. The product is: [F:24][C:20]1[CH:21]=[CH:22][CH:23]=[C:2]([F:1])[C:3]=1[CH2:4][O:5][C:6]1[C:7]2[N:8]([C:13]([C:17]([NH:58][CH:59]3[CH:66]4[CH:62]([N:63]([C:67]([O:69][C:70]([CH3:73])([CH3:72])[CH3:71])=[O:68])[CH2:64][CH2:65]4)[CH2:61][CH2:60]3)=[O:18])=[C:14]([CH3:16])[N:15]=2)[CH:9]=[C:10]([CH3:12])[CH:11]=1.